This data is from Reaction yield outcomes from USPTO patents with 853,638 reactions. The task is: Predict the reaction yield, written as a fraction of the theoretical maximum amount of product (1.0 means a 100% yield; for example, 0.34 means a 34% yield). (1) The reactants are [H-].[Na+].[C:3]([CH2:5][C:6](OC)=O)#[N:4].[Br:10][C:11]1[CH:18]=C[C:14]([C:15]#[N:16])=[C:13](F)[CH:12]=1.Cl. The catalyst is CS(C)=O.O. The product is [Br:10][C:11]1[CH:18]=[CH:6][C:5]([C:3]#[N:4])=[C:13]([CH2:14][C:15]#[N:16])[CH:12]=1. The yield is 0.780. (2) The reactants are Br[C:2]1[C:10]2[O:9][CH2:8][CH:7]([C:11]3[CH:16]=[CH:15][C:14]([CH:17]([CH3:19])[CH3:18])=[CH:13][CH:12]=3)[C:6]=2[C:5]([CH3:20])=[C:4]([NH:21][C:22](=[O:28])[CH2:23][C:24]([CH3:27])([CH3:26])[CH3:25])[C:3]=1[CH3:29].[Cu](C#N)[C:31]#[N:32].N. The catalyst is CS(C)=O. The product is [C:31]([C:2]1[C:10]2[O:9][CH2:8][CH:7]([C:11]3[CH:12]=[CH:13][C:14]([CH:17]([CH3:19])[CH3:18])=[CH:15][CH:16]=3)[C:6]=2[C:5]([CH3:20])=[C:4]([NH:21][C:22](=[O:28])[CH2:23][C:24]([CH3:26])([CH3:25])[CH3:27])[C:3]=1[CH3:29])#[N:32]. The yield is 0.820. (3) The reactants are [CH3:1][CH:2]1[CH2:6][CH2:5][CH2:4][N:3]1[C:7]1([C:12]#[N:13])[CH2:11][CH2:10][CH2:9][CH2:8]1.[C:14]1([Li])[CH:19]=[CH:18][CH:17]=[CH:16][CH:15]=1.CO.[BH4-].[Na+]. The catalyst is C1COCC1. The product is [NH3:3].[CH3:1][CH:2]1[CH2:6][CH2:5][CH2:4][N:3]1[C:7]1([CH:12]([NH2:13])[C:14]2[CH:19]=[CH:18][CH:17]=[CH:16][CH:15]=2)[CH2:11][CH2:10][CH2:9][CH2:8]1. The yield is 0.0200. (4) The reactants are Br[C:2]1[C:7]([Cl:8])=[CH:6][C:5]([NH:9][C:10]2[N:14]=[C:13]([NH2:15])[NH:12][N:11]=2)=[CH:4][C:3]=1[Cl:16].CC1(C)C(C)(C)OB([C:25]2[CH:39]=[CH:38][C:28]([O:29][CH2:30][C:31]([O:33][C:34]([CH3:37])([CH3:36])[CH3:35])=[O:32])=[CH:27][CH:26]=2)O1.O1CCOCC1.O.C(=O)([O-])[O-].[K+].[K+]. The yield is 0.161. The product is [C:34]([O:33][C:31](=[O:32])[CH2:30][O:29][C:28]1[CH:27]=[CH:26][C:25]([C:2]2[C:7]([Cl:8])=[CH:6][C:5]([NH:9][C:10]3[N:14]=[C:13]([NH2:15])[NH:12][N:11]=3)=[CH:4][C:3]=2[Cl:16])=[CH:39][CH:38]=1)([CH3:37])([CH3:35])[CH3:36]. The catalyst is [Pd].C1(P(C2C=CC=CC=2)C2C=CC=CC=2)C=CC=CC=1.C1(P(C2C=CC=CC=2)C2C=CC=CC=2)C=CC=CC=1.C1(P(C2C=CC=CC=2)C2C=CC=CC=2)C=CC=CC=1.C1(P(C2C=CC=CC=2)C2C=CC=CC=2)C=CC=CC=1.C(Cl)Cl.CO. (5) The yield is 0.580. The catalyst is C1COCC1.CN(C=O)C.ClCCl.C(O)(C)C. The reactants are [CH:1]1([CH2:7][C:8]([OH:10])=O)[CH2:6][CH2:5][CH2:4][CH2:3][CH2:2]1.[C:11]1([NH2:18])[CH:16]=[CH:15][C:14]([NH2:17])=[CH:13][CH:12]=1.C1N=CN(C(N2C=NC=C2)=O)C=1.C([N:38]1[CH2:46][CH2:45][CH:41]([C:42](O)=[O:43])[CH2:40][CH2:39]1)(OC(C)(C)C)=O.C1CCC(N=C=NC2CCCCC2)CC1.C1C=CC2N(O)N=NC=2C=1.C(O)(C(F)(F)F)=O.[ClH:79]. The product is [ClH:79].[CH:1]1([CH2:7][C:8]([NH:17][C:14]2[CH:15]=[CH:16][C:11]([NH:18][C:42]([CH:41]3[CH2:45][CH2:46][NH:38][CH2:39][CH2:40]3)=[O:43])=[CH:12][CH:13]=2)=[O:10])[CH2:2][CH2:3][CH2:4][CH2:5][CH2:6]1. (6) The reactants are [CH:1]([O:4][CH2:5][CH2:6][NH:7][S:8]([NH:11][C:12](=[O:56])[O:13][CH2:14][CH2:15][CH2:16][C:17]1[CH:22]=[CH:21][C:20]([O:23][CH2:24][CH2:25][O:26][Si](C(C)(C)C)(C2C=CC=CC=2)C2C=CC=CC=2)=[CH:19][C:18]=1[O:44][C:45]1[C:50]([Cl:51])=[CH:49][C:48]([C:52]([F:55])([F:54])[F:53])=[CH:47][N:46]=1)(=[O:10])=[O:9])([CH3:3])[CH3:2].[F-].C([N+](CCCC)(CCCC)CCCC)CCC.O. The catalyst is O1CCCC1. The product is [CH:1]([O:4][CH2:5][CH2:6][NH:7][S:8]([NH:11][C:12](=[O:56])[O:13][CH2:14][CH2:15][CH2:16][C:17]1[CH:22]=[CH:21][C:20]([O:23][CH2:24][CH2:25][OH:26])=[CH:19][C:18]=1[O:44][C:45]1[C:50]([Cl:51])=[CH:49][C:48]([C:52]([F:53])([F:55])[F:54])=[CH:47][N:46]=1)(=[O:10])=[O:9])([CH3:3])[CH3:2]. The yield is 0.510.